From a dataset of Experimentally validated miRNA-target interactions with 360,000+ pairs, plus equal number of negative samples. Binary Classification. Given a miRNA mature sequence and a target amino acid sequence, predict their likelihood of interaction. (1) The miRNA is hsa-miR-1243 with sequence AACUGGAUCAAUUAUAGGAGUG. The protein sequence of the target gene is MAFLLITRRLACSSQKNLHLFIPGSRYISQAAAKVDIEFDYDGPLMKTEVPGPRSKELMKQLNTIQNAEAVHFFCNYEESRGNYLVDVDGNRMLDLYSQISSVPIGYNHPALAKLVQQPQNASTFINRPALGILPPENFVDKLQESLMSVAPRGMSQLITMACGSCSNENAFKTIFMWYRSKERGQRGFSKEELETCMVNQSPGCPDYSILSFMGAFHGRTMGCLATTHSKAIHKIDIPSFDWPIAPFPRLKYPLEEFTTDNQQEEARCLEEVEDLIVKYRKKKRTVAGIIVEPIQSEGG.... Result: 0 (no interaction). (2) The miRNA is hsa-miR-2682-5p with sequence CAGGCAGUGACUGUUCAGACGUC. The protein sequence of the target gene is MGSSHLLNKGLPLGVRPPIMNGPMHPRPLVALLDGRDCTVEMPILKDVATVAFCDAQSTQEIHEKVLNEAVGALMYHTITLTREDLEKFKALRIIVRIGSGFDNIDIKSAGDLGIAVCNVPAASVEETADSTLCHILNLYRRTTWLHQALREGTRVQSVEQIREVASGAARIRGETLGIIGLGRVGQAVALRAKAFGFNVLFYDPYLSDGIERALGLQRVSTLQDLLFHSDCVTLHCGLNEHNHHLINDFTVKQMRQGAFLVNTARGGLVDEKALAQALKEGRIRGAALDVHESEPFSFS.... Result: 0 (no interaction).